This data is from Catalyst prediction with 721,799 reactions and 888 catalyst types from USPTO. The task is: Predict which catalyst facilitates the given reaction. (1) Reactant: [F:1][C:2]1[CH:7]=[CH:6][C:5]([CH:8]([OH:27])[CH:9]([CH2:13][C:14]2[CH:19]=[CH:18][CH:17]=[C:16]([O:20][C:21]3[CH:26]=[CH:25][CH:24]=[CH:23][CH:22]=3)[CH:15]=2)C(O)=O)=[CH:4][CH:3]=1.C1(P(N=[N+]=[N-])(C2C=CC=CC=2)=O)C=CC=CC=1.C([N:47]([CH2:50]C)CC)C.[OH2:52]. Product: [F:1][C:2]1[CH:7]=[CH:6][C:5]([CH:8]2[O:27][C:50](=[O:52])[NH:47][CH:9]2[CH2:13][C:14]2[CH:19]=[CH:18][CH:17]=[C:16]([O:20][C:21]3[CH:26]=[CH:25][CH:24]=[CH:23][CH:22]=3)[CH:15]=2)=[CH:4][CH:3]=1. The catalyst class is: 7. (2) Reactant: C([Li])CCC.[OH:6][C:7]1([C:12]#[N:13])[CH2:11][CH2:10][CH2:9][CH2:8]1.[Br:14][C:15]1[CH:20]=[CH:19][CH:18]=[C:17](Br)[CH:16]=1.C(=O)([O-])O.[Na+]. Product: [NH2:13][CH:12]([C:17]1[CH:18]=[CH:19][CH:20]=[C:15]([Br:14])[CH:16]=1)[C:7]1([OH:6])[CH2:11][CH2:10][CH2:9][CH2:8]1. The catalyst class is: 392. (3) Reactant: [Cl:1][C:2]1[CH:12]=[C:11]([NH:13]CC2C=CC(OC)=CC=2OC)[C:5]([C:6]([O:8][CH2:9][CH3:10])=[O:7])=[CH:4][N:3]=1. Product: [NH2:13][C:11]1[C:5]([C:6]([O:8][CH2:9][CH3:10])=[O:7])=[CH:4][N:3]=[C:2]([Cl:1])[CH:12]=1. The catalyst class is: 67. (4) Reactant: [CH3:1][O:2][C:3](=[O:22])[C:4]([O:10][CH2:11][C:12]([C:15]1[CH:20]=[CH:19][CH:18]=[C:17]([Br:21])[CH:16]=1)(O)[CH3:13])([CH3:9])[C:5]([F:8])([F:7])[F:6].C[Si]([N:27]=[N+:28]=[N-:29])(C)C.B(F)(F)F.CCOCC. Product: [CH3:1][O:2][C:3](=[O:22])[C:4]([O:10][CH2:11][C:12]([N:27]=[N+:28]=[N-:29])([C:15]1[CH:20]=[CH:19][CH:18]=[C:17]([Br:21])[CH:16]=1)[CH3:13])([CH3:9])[C:5]([F:8])([F:7])[F:6]. The catalyst class is: 11. (5) Reactant: [N+]([C:4]1[C:5]([NH:13][C:14]2[CH:19]=[CH:18][CH:17]=[CH:16][C:15]=2[OH:20])=[N:6][CH:7]=[C:8]([N+:10]([O-:12])=[O:11])[CH:9]=1)([O-])=O.C([O-])([O-])=O.[K+].[K+]. Product: [N+:10]([C:8]1[CH:7]=[N:6][C:5]2[NH:13][C:14]3[CH:19]=[CH:18][CH:17]=[CH:16][C:15]=3[O:20][C:4]=2[CH:9]=1)([O-:12])=[O:11]. The catalyst class is: 3.